This data is from Catalyst prediction with 721,799 reactions and 888 catalyst types from USPTO. The task is: Predict which catalyst facilitates the given reaction. Reactant: C(OC([N:8]1[CH2:12][C@H:11]([C:13]2[CH:18]=[CH:17][CH:16]=[CH:15][CH:14]=2)[C@@H:10]([CH2:19][N:20]2[CH2:42][CH2:41][C:23]3([NH:27][C:26](=[O:28])[N:25]([CH2:29][C:30]4[CH:35]=[CH:34][C:33]([S:36]([CH3:39])(=[O:38])=[O:37])=[CH:32][CH:31]=4)[C:24]3=[O:40])[CH2:22][CH2:21]2)[CH2:9]1)=O)(C)(C)C.C(O)(C(F)(F)F)=O. Product: [CH3:39][S:36]([C:33]1[CH:32]=[CH:31][C:30]([CH2:29][N:25]2[C:24](=[O:40])[C:23]3([CH2:22][CH2:21][N:20]([CH2:19][C@@H:10]4[C@@H:11]([C:13]5[CH:18]=[CH:17][CH:16]=[CH:15][CH:14]=5)[CH2:12][NH:8][CH2:9]4)[CH2:42][CH2:41]3)[NH:27][C:26]2=[O:28])=[CH:35][CH:34]=1)(=[O:37])=[O:38]. The catalyst class is: 2.